From a dataset of Full USPTO retrosynthesis dataset with 1.9M reactions from patents (1976-2016). Predict the reactants needed to synthesize the given product. (1) Given the product [CH3:3][O:4][C:5]1[N:10]=[CH:9][C:8]([N:11]2[CH2:26][CH2:25][C:14]3[N:15]=[CH:16][N:17]=[C:18]([O:19][C@H:20]4[CH2:24][CH2:23][N:22]([C:46]([N:43]5[CH2:44][CH2:45][N:40]([CH3:39])[CH2:41][CH2:42]5)=[O:47])[CH2:21]4)[C:13]=3[CH2:12]2)=[CH:7][C:6]=1[C:27]([F:30])([F:28])[F:29], predict the reactants needed to synthesize it. The reactants are: Cl.Cl.[CH3:3][O:4][C:5]1[N:10]=[CH:9][C:8]([N:11]2[CH2:26][CH2:25][C:14]3[N:15]=[CH:16][N:17]=[C:18]([O:19][C@H:20]4[CH2:24][CH2:23][NH:22][CH2:21]4)[C:13]=3[CH2:12]2)=[CH:7][C:6]=1[C:27]([F:30])([F:29])[F:28].C(N(CC)CC)C.Cl.[CH3:39][N:40]1[CH2:45][CH2:44][N:43]([C:46](Cl)=[O:47])[CH2:42][CH2:41]1. (2) Given the product [N+:1]([C:4]1[CH:5]=[CH:6][CH:7]=[CH:8][CH:9]=1)([O-:3])=[O:2], predict the reactants needed to synthesize it. The reactants are: [N+:1]([C:4]1[CH:5]=[C:6](O)[CH:7]=[CH:8][CH:9]=1)([O-:3])=[O:2].[Na+].[I-]. (3) Given the product [Cl:1][C:2]1[CH:7]=[C:6]([O:8][CH2:9][C:10]2[CH:15]=[CH:14][CH:13]=[CH:12][CH:11]=2)[CH:5]=[C:4]([Cl:16])[C:3]=1[O:17][CH2:19][CH2:20][CH2:21][CH2:22][Cl:23], predict the reactants needed to synthesize it. The reactants are: [Cl:1][C:2]1[CH:7]=[C:6]([O:8][CH2:9][C:10]2[CH:15]=[CH:14][CH:13]=[CH:12][CH:11]=2)[CH:5]=[C:4]([Cl:16])[C:3]=1[OH:17].Br[CH2:19][CH2:20][CH2:21][CH2:22][Cl:23].C(=O)([O-])[O-].[K+].[K+].[Cl-].[Na+]. (4) Given the product [C:59]([O:58][C:57](=[O:63])[NH:56][C@@H:52]1[CH2:53][CH2:54][CH2:55][N:50]([C:6](=[O:8])[C:5]2[CH:9]=[C:10]([N+:14]([O-:16])=[O:15])[C:11]([NH:12][CH3:13])=[C:3]([O:2][CH3:1])[CH:4]=2)[CH2:51]1)([CH3:62])([CH3:60])[CH3:61], predict the reactants needed to synthesize it. The reactants are: [CH3:1][O:2][C:3]1[CH:4]=[C:5]([CH:9]=[C:10]([N+:14]([O-:16])=[O:15])[C:11]=1[NH:12][CH3:13])[C:6]([OH:8])=O.CN(C(ON1N=NC2C=CC=NC1=2)=[N+](C)C)C.F[P-](F)(F)(F)(F)F.CCN(C(C)C)C(C)C.[NH:50]1[CH2:55][CH2:54][CH2:53][C@@H:52]([NH:56][C:57](=[O:63])[O:58][C:59]([CH3:62])([CH3:61])[CH3:60])[CH2:51]1. (5) Given the product [CH2:17]([N:24]1[CH2:29][CH2:28][N:27]([C:14]([C@@H:9]2[CH2:10][CH2:11][CH2:12][CH2:13][N:8]2[C:1]([O:3][C:4]([CH3:5])([CH3:6])[CH3:7])=[O:2])=[O:16])[CH2:26][CH2:25]1)[C:18]1[CH:19]=[CH:20][CH:21]=[CH:22][CH:23]=1, predict the reactants needed to synthesize it. The reactants are: [C:1]([N:8]1[CH2:13][CH2:12][CH2:11][CH2:10][C@H:9]1[C:14]([OH:16])=O)([O:3][C:4]([CH3:7])([CH3:6])[CH3:5])=[O:2].[CH2:17]([N:24]1[CH2:29][CH2:28][NH:27][CH2:26][CH2:25]1)[C:18]1[CH:23]=[CH:22][CH:21]=[CH:20][CH:19]=1.C(Cl)CCl. (6) The reactants are: C(OC([NH:8][CH2:9][C@H:10]1[CH2:15][CH2:14][C@H:13]([C:16]([NH:18][C@H:19]([C:49](=[O:69])[NH:50][C:51]2[CH:56]=[CH:55][C:54]([C:57]3[NH:61][N:60]=[C:59]([C:62]([F:68])([F:67])[C:63]([F:66])([F:65])[F:64])[N:58]=3)=[CH:53][CH:52]=2)[CH2:20][C:21]2[CH:26]=[CH:25][C:24]([C:27]3[CH:32]=[CH:31][C:30]([C:33]([NH:35][C@@H:36]4[CH2:40][CH2:39][N:38](C(OC(C)(C)C)=O)[CH2:37]4)=[O:34])=[CH:29][C:28]=3[CH3:48])=[CH:23][CH:22]=2)=[O:17])[CH2:12][CH2:11]1)=O)(C)(C)C.[ClH:70]. Given the product [ClH:70].[NH2:8][CH2:9][C@H:10]1[CH2:11][CH2:12][C@H:13]([C:16]([NH:18][C@H:19]([C:49](=[O:69])[NH:50][C:51]2[CH:52]=[CH:53][C:54]([C:57]3[NH:61][N:60]=[C:59]([C:62]([F:68])([F:67])[C:63]([F:66])([F:64])[F:65])[N:58]=3)=[CH:55][CH:56]=2)[CH2:20][C:21]2[CH:26]=[CH:25][C:24]([C:27]3[CH:32]=[CH:31][C:30]([C:33]([NH:35][C@@H:36]4[CH2:40][CH2:39][NH:38][CH2:37]4)=[O:34])=[CH:29][C:28]=3[CH3:48])=[CH:23][CH:22]=2)=[O:17])[CH2:14][CH2:15]1, predict the reactants needed to synthesize it. (7) Given the product [CH3:20][C:21]1([CH3:35])[CH2:26][O:25][B:24]([C:2]2[CH:16]=[CH:15][C:5]([N:6]([CH2:11][CH:12]([CH3:14])[CH3:13])[CH2:7][CH:8]([CH3:10])[CH3:9])=[C:4]([N+:17]([O-:19])=[O:18])[CH:3]=2)[O:23][CH2:22]1, predict the reactants needed to synthesize it. The reactants are: Br[C:2]1[CH:16]=[CH:15][C:5]([N:6]([CH2:11][CH:12]([CH3:14])[CH3:13])[CH2:7][CH:8]([CH3:10])[CH3:9])=[C:4]([N+:17]([O-:19])=[O:18])[CH:3]=1.[CH3:20][C:21]1([CH3:35])[CH2:26][O:25][B:24]([B:24]2[O:25][CH2:26][C:21]([CH3:35])([CH3:20])[CH2:22][O:23]2)[O:23][CH2:22]1.C([O-])(=O)C.[K+].N#N.